Task: Predict the reaction yield, written as a fraction of the theoretical maximum amount of product (1.0 means a 100% yield; for example, 0.34 means a 34% yield).. Dataset: Reaction yield outcomes from USPTO patents with 853,638 reactions (1) The reactants are C[O:2][C:3]([C@H:5]1[CH2:9][CH2:8][CH2:7][N:6]1[CH2:10][C:11]1[C:12]([NH2:18])=[N:13][CH:14]=[C:15]([Br:17])[CH:16]=1)=O.[H-].[Na+]. The yield is 0.670. The product is [Br:17][C:15]1[CH:14]=[N:13][C:12]2[NH:18][C:3](=[O:2])[C@@H:5]3[N:6]([CH2:7][CH2:8][CH2:9]3)[CH2:10][C:11]=2[CH:16]=1. The catalyst is CS(C)=O.O. (2) The reactants are N1CC[O:4]CC1.[Li]CCCC.CCCCCC.Br[C:19]1[C:26]([O:27][CH3:28])=[CH:25][C:24]([O:29][CH3:30])=[CH:23][C:20]=1[CH:21]=[O:22].[N+](C1C=CC=CC=1O)([O-])=O.Cl. The catalyst is C1COCC1. The product is [OH:4][C:19]1[C:26]([O:27][CH3:28])=[CH:25][C:24]([O:29][CH3:30])=[CH:23][C:20]=1[CH:21]=[O:22]. The yield is 0.550. (3) The reactants are [C:1]([C:3]([C:6]1[CH:7]=[C:8]([CH:13]=[CH:14][CH:15]=1)[C:9]([O:11]C)=[O:10])([CH3:5])[CH3:4])#[N:2].CO.O. The catalyst is O1CCCC1. The product is [C:1]([C:3]([C:6]1[CH:7]=[C:8]([CH:13]=[CH:14][CH:15]=1)[C:9]([OH:11])=[O:10])([CH3:5])[CH3:4])#[N:2]. The yield is 0.980. (4) The reactants are [Cl:1][C:2]1[N:7]=[C:6](Cl)[C:5]([F:9])=[CH:4][N:3]=1.C(N(C(C)C)C(C)C)C.[CH3:19][NH:20][CH2:21][C:22]1[CH:27]=[CH:26][CH:25]=[CH:24][CH:23]=1. The catalyst is O1CCOCC1.CCOC(C)=O. The product is [CH2:21]([N:20]([CH3:19])[C:6]1[C:5]([F:9])=[CH:4][N:3]=[C:2]([Cl:1])[N:7]=1)[C:22]1[CH:27]=[CH:26][CH:25]=[CH:24][CH:23]=1. The yield is 0.760.